From a dataset of Reaction yield outcomes from USPTO patents with 853,638 reactions. Predict the reaction yield, written as a fraction of the theoretical maximum amount of product (1.0 means a 100% yield; for example, 0.34 means a 34% yield). The reactants are C(OC([N:8]1[C:16]2[C:11](=[CH:12][C:13]([S:17][C:18]3[CH:23]=[CH:22][CH:21]=[CH:20][C:19]=3[CH2:24][N:25](C(OC(C)(C)C)=O)[CH3:26])=[CH:14][CH:15]=2)[CH:10]=[CH:9]1)=O)(C)(C)C.Cl. The catalyst is CO.C(OCC)C. The product is [NH:8]1[C:16]2[C:11](=[CH:12][C:13]([S:17][C:18]3[CH:23]=[CH:22][CH:21]=[CH:20][C:19]=3[CH2:24][NH:25][CH3:26])=[CH:14][CH:15]=2)[CH:10]=[CH:9]1. The yield is 0.100.